This data is from Forward reaction prediction with 1.9M reactions from USPTO patents (1976-2016). The task is: Predict the product of the given reaction. (1) Given the reactants [CH3:1][C:2]1([CH3:28])[O:6][CH:5]([C@H:7]2[N:11]([O:12][CH3:13])[C@:10]3([CH2:23][CH:24]=[C:25]([CH3:27])[CH3:26])[C:14]4[C:19]([C:20](=[O:22])[CH:21]=[C:9]3[O:8]2)=[CH:18][CH:17]=[CH:16][CH:15]=4)[CH2:4][O:3]1, predict the reaction product. The product is: [CH3:1][C:2]1([CH3:28])[O:6][CH:5]([C@H:7]2[N:11]([O:12][CH3:13])[C@:10]3([CH2:23][CH2:24][CH:25]([CH3:26])[CH3:27])[C:14]4[C:19]([C:20](=[O:22])[CH:21]=[C:9]3[O:8]2)=[CH:18][CH:17]=[CH:16][CH:15]=4)[CH2:4][O:3]1. (2) The product is: [Cl:34][C:7]1[C:6]2[C:11](=[C:2]([Cl:1])[CH:3]=[CH:4][CH:5]=2)[N:10]=[C:9]([C:12]([F:21])([F:20])[C:13]2[CH:18]=[CH:17][C:16]([F:19])=[CH:15][N:14]=2)[N:8]=1. Given the reactants [Cl:1][C:2]1[CH:3]=[CH:4][CH:5]=[C:6]2[C:11]=1[N:10]=[C:9]([C:12]([F:21])([F:20])[C:13]1[CH:18]=[CH:17][C:16]([F:19])=[CH:15][N:14]=1)[NH:8][C:7]2=O.CCN(C(C)C)C(C)C.P(Cl)(Cl)([Cl:34])=O, predict the reaction product. (3) Given the reactants [CH3:1][C:2]1[N:7]=[C:6]([C:8]2[CH:13]=[CH:12][CH:11]=[C:10]([C:14]3[CH:15]=[C:16]([S:20](Cl)(=[O:22])=[O:21])[CH:17]=[CH:18][CH:19]=3)[N:9]=2)[CH:5]=[C:4]([C:24]2[CH:29]=[CH:28][C:27]([C:30]([F:33])([F:32])[F:31])=[CH:26][CH:25]=2)[CH:3]=1.[CH3:34][O:35][CH:36]1[CH2:41][CH2:40][NH:39][CH2:38][CH2:37]1, predict the reaction product. The product is: [CH3:34][O:35][CH:36]1[CH2:41][CH2:40][N:39]([S:20]([C:16]2[CH:15]=[C:14]([C:10]3[N:9]=[C:8]([C:6]4[CH:5]=[C:4]([C:24]5[CH:29]=[CH:28][C:27]([C:30]([F:33])([F:32])[F:31])=[CH:26][CH:25]=5)[CH:3]=[C:2]([CH3:1])[N:7]=4)[CH:13]=[CH:12][CH:11]=3)[CH:19]=[CH:18][CH:17]=2)(=[O:21])=[O:22])[CH2:38][CH2:37]1. (4) Given the reactants Br[C:2]1[S:3][C:4]([C:7]2[CH:12]=[CH:11][C:10]([O:13][CH:14]([CH3:16])[CH3:15])=[C:9]([Cl:17])[CH:8]=2)=[N:5][N:6]=1.[N:18]1[NH:19][CH:20]=[C:21]2[C:26]=1[CH2:25][CH2:24][N:23]([C:27]([O:29][C:30]([CH3:33])([CH3:32])[CH3:31])=[O:28])[CH2:22]2.C([O-])([O-])=O.[Cs+].[Cs+], predict the reaction product. The product is: [Cl:17][C:9]1[CH:8]=[C:7]([C:4]2[S:3][C:2]([N:18]3[CH:26]4[CH:21]([CH2:22][N:23]([C:27]([O:29][C:30]([CH3:33])([CH3:32])[CH3:31])=[O:28])[CH2:24][CH2:25]4)[CH:20]=[N:19]3)=[N:6][N:5]=2)[CH:12]=[CH:11][C:10]=1[O:13][CH:14]([CH3:16])[CH3:15].[Cl:17][C:9]1[CH:8]=[C:7]([C:4]2[S:3][C:2]([N:19]3[CH:20]=[C:21]4[CH2:22][N:23]([C:27]([O:29][C:30]([CH3:32])([CH3:31])[CH3:33])=[O:28])[CH2:24][CH2:25][C:26]4=[N:18]3)=[N:6][N:5]=2)[CH:12]=[CH:11][C:10]=1[O:13][CH:14]([CH3:16])[CH3:15]. (5) Given the reactants C1COCC1.[Si]([O:13][C@@H:14]1[CH2:18][CH2:17][N:16]([CH2:19][CH2:20][O:21][C:22]2[CH:27]=[CH:26][C:25]([N:28]3[CH:33]=[CH:32][C:31]([O:34][CH2:35][C:36]4[CH:41]=[CH:40][C:39]([Cl:42])=[CH:38][N:37]=4)=[CH:30][C:29]3=[O:43])=[CH:24][CH:23]=2)[CH2:15]1)(C(C)(C)C)(C)C, predict the reaction product. The product is: [Cl:42][C:39]1[CH:40]=[CH:41][C:36]([CH2:35][O:34][C:31]2[CH:32]=[CH:33][N:28]([C:25]3[CH:24]=[CH:23][C:22]([O:21][CH2:20][CH2:19][N:16]4[CH2:17][CH2:18][C@@H:14]([OH:13])[CH2:15]4)=[CH:27][CH:26]=3)[C:29](=[O:43])[CH:30]=2)=[N:37][CH:38]=1. (6) Given the reactants [I-].[CH:2]1([CH2:7]P(C2C=CC=CC=2)(C2C=CC=CC=2)C2C=CC=CC=2)[CH2:6][CH2:5][CH2:4][CH2:3]1.C[Si]([N-][Si](C)(C)C)(C)C.[Na+].[CH2:37]([O:39][C:40](=[O:52])[C:41]([C:43]1[CH:48]=[CH:47][C:46]([S:49][CH3:50])=[C:45]([Cl:51])[CH:44]=1)=O)[CH3:38], predict the reaction product. The product is: [CH2:37]([O:39][C:40](=[O:52])[C:41]([C:43]1[CH:48]=[CH:47][C:46]([S:49][CH3:50])=[C:45]([Cl:51])[CH:44]=1)=[CH:7][CH:2]1[CH2:6][CH2:5][CH2:4][CH2:3]1)[CH3:38]. (7) Given the reactants Cl.[CH2:2]([CH:4]([CH2:12][CH3:13])[CH2:5][O:6][C:7](=[O:11])[C@H:8]([CH3:10])[NH2:9])[CH3:3].[P:14](Cl)(Cl)([O:16][C:17]1[CH:22]=[CH:21][CH:20]=[CH:19][CH:18]=1)=[O:15].C(N(CC)CC)C.[F:32][C:33]1[C:38]([OH:39])=[C:37]([F:40])[C:36]([F:41])=[C:35]([F:42])[C:34]=1[F:43], predict the reaction product. The product is: [F:32][C:33]1[C:34]([F:43])=[C:35]([F:42])[C:36]([F:41])=[C:37]([F:40])[C:38]=1[O:39][P:14]([NH:9][C@@H:8]([CH3:10])[C:7]([O:6][CH2:5][CH:4]([CH2:2][CH3:3])[CH2:12][CH3:13])=[O:11])([O:16][C:17]1[CH:22]=[CH:21][CH:20]=[CH:19][CH:18]=1)=[O:15]. (8) Given the reactants [F:1][C:2]1[CH:20]=[C:19]([F:21])[CH:18]=[CH:17][C:3]=1[CH2:4][O:5][C:6]1[CH:11]=[C:10]([CH3:12])[N:9]([CH2:13][C:14]#[CH:15])[C:8](=[O:16])[CH:7]=1.C1C(=O)N([Br:29])C(=O)C1, predict the reaction product. The product is: [Br:29][C:7]1[C:8](=[O:16])[N:9]([CH2:13][C:14]#[CH:15])[C:10]([CH3:12])=[CH:11][C:6]=1[O:5][CH2:4][C:3]1[CH:17]=[CH:18][C:19]([F:21])=[CH:20][C:2]=1[F:1]. (9) Given the reactants [Br-:1].[Br-].[Br-].[NH+]1C=CC=CC=1.[NH+]1C=CC=CC=1.[NH+]1C=CC=CC=1.[C:22]([CH:25]1[O:30][C:29]2[CH:31]=[CH:32][CH:33]=[CH:34][C:28]=2[O:27][CH2:26]1)(=[O:24])[CH3:23].O, predict the reaction product. The product is: [Br:1][CH2:23][C:22]([CH:25]1[O:30][C:29]2[CH:31]=[CH:32][CH:33]=[CH:34][C:28]=2[O:27][CH2:26]1)=[O:24]. (10) Given the reactants Cl[C:2]1[N:7]=[CH:6][N:5]=[C:4]([NH2:8])[CH:3]=1.[N:9]1([CH2:14][CH2:15][O:16][C:17]2[CH:22]=[CH:21][C:20]([NH2:23])=[CH:19][CH:18]=2)[CH2:13][CH2:12][CH2:11][CH2:10]1, predict the reaction product. The product is: [N:9]1([CH2:14][CH2:15][O:16][C:17]2[CH:18]=[CH:19][C:20]([NH:23][C:2]3[CH:3]=[C:4]([NH2:8])[N:5]=[CH:6][N:7]=3)=[CH:21][CH:22]=2)[CH2:13][CH2:12][CH2:11][CH2:10]1.